Dataset: Catalyst prediction with 721,799 reactions and 888 catalyst types from USPTO. Task: Predict which catalyst facilitates the given reaction. (1) Reactant: [CH:1]1([C@H:5]([NH:10][C:11]2[N:19]=[C:18]([C:20]([O:22][CH3:23])=[O:21])[N:17]=[C:16]3[C:12]=2[N:13]([CH2:31][C:32]2[CH:37]=[CH:36][C:35]([C:38]([F:41])([F:40])[F:39])=[CH:34][CH:33]=2)[C:14]([C:24]2[CH:29]=[CH:28][CH:27]=[C:26]([CH3:30])[CH:25]=2)=[N:15]3)[CH2:6][CH2:7][CH2:8][OH:9])[CH2:4][CH2:3][CH2:2]1.O.CC1(C)N([O])C(C)(C)CCC1.C(OI(C1C=CC=CC=1)OC(=O)C)(=[O:56])C. Product: [CH:1]1([C@H:5]([NH:10][C:11]2[N:19]=[C:18]([C:20]([O:22][CH3:23])=[O:21])[N:17]=[C:16]3[C:12]=2[N:13]([CH2:31][C:32]2[CH:33]=[CH:34][C:35]([C:38]([F:39])([F:40])[F:41])=[CH:36][CH:37]=2)[C:14]([C:24]2[CH:29]=[CH:28][CH:27]=[C:26]([CH3:30])[CH:25]=2)=[N:15]3)[CH2:6][CH2:7][C:8]([OH:56])=[O:9])[CH2:4][CH2:3][CH2:2]1. The catalyst class is: 10. (2) Reactant: [Cl:1][C:2]1[C:9]([CH:10]=[O:11])=[C:8]([F:12])[CH:7]=[CH:6][C:3]=1[C:4]#[N:5].[BH4-].[Na+].O. Product: [Cl:1][C:2]1[C:9]([CH2:10][OH:11])=[C:8]([F:12])[CH:7]=[CH:6][C:3]=1[C:4]#[N:5]. The catalyst class is: 5.